From a dataset of Reaction yield outcomes from USPTO patents with 853,638 reactions. Predict the reaction yield, written as a fraction of the theoretical maximum amount of product (1.0 means a 100% yield; for example, 0.34 means a 34% yield). (1) The reactants are [NH:1]1[CH2:6][CH2:5][O:4][CH2:3][CH2:2]1.Cl[CH2:8][C:9]1[O:10][C:11]2[CH:17]=[CH:16][C:15]([C:18]3[C:26]4[C:21](=[CH:22][C:23]([F:27])=[CH:24][CH:25]=4)[N:20]([S:28]([C:31]4[CH:36]=[CH:35][CH:34]=[CH:33][CH:32]=4)(=[O:30])=[O:29])[CH:19]=3)=[CH:14][C:12]=2[N:13]=1. The catalyst is CN(C=O)C.CCOC(C)=O. The product is [F:27][C:23]1[CH:22]=[C:21]2[C:26]([C:18]([C:15]3[CH:16]=[CH:17][C:11]4[O:10][C:9]([CH2:8][N:1]5[CH2:6][CH2:5][O:4][CH2:3][CH2:2]5)=[N:13][C:12]=4[CH:14]=3)=[CH:19][N:20]2[S:28]([C:31]2[CH:32]=[CH:33][CH:34]=[CH:35][CH:36]=2)(=[O:30])=[O:29])=[CH:25][CH:24]=1. The yield is 0.450. (2) The reactants are [CH3:1][C:2]1[N:6]([CH2:7][C:8]2[C:17]3[C:12](=[CH:13][CH:14]=[CH:15][CH:16]=3)[CH:11]=[CH:10][CH:9]=2)[C:5]2[CH:18]=[C:19]([N:23]3[CH2:28][CH2:27][O:26][CH2:25][CH2:24]3)[CH:20]=[C:21]([NH2:22])[C:4]=2[N:3]=1.CCN(CC)CC.[CH3:36][S:37](Cl)(=[O:39])=[O:38]. The catalyst is C(Cl)Cl. The product is [CH3:1][C:2]1[N:6]([CH2:7][C:8]2[C:17]3[C:12](=[CH:13][CH:14]=[CH:15][CH:16]=3)[CH:11]=[CH:10][CH:9]=2)[C:5]2[CH:18]=[C:19]([N:23]3[CH2:28][CH2:27][O:26][CH2:25][CH2:24]3)[CH:20]=[C:21]([NH:22][S:37]([CH3:36])(=[O:39])=[O:38])[C:4]=2[N:3]=1. The yield is 0.800. (3) The reactants are [C:1]1([C:20]2[CH:25]=[CH:24][CH:23]=[CH:22][CH:21]=2)[CH:6]=[CH:5][C:4]([CH2:7][C@H:8]2[N:12]([C:13](=[O:18])[C:14]([CH3:17])([CH3:16])[CH3:15])[C:11](=[O:19])[CH2:10][CH2:9]2)=[CH:3][CH:2]=1.C[Si]([N-][Si](C)(C)C)(C)C.[Na+].[O:36]1CN1. The catalyst is C1COCC1. The product is [C:1]1([C:20]2[CH:21]=[CH:22][CH:23]=[CH:24][CH:25]=2)[CH:2]=[CH:3][C:4]([CH2:7][C@H:8]2[N:12]([C:13](=[O:18])[C:14]([CH3:16])([CH3:17])[CH3:15])[C:11](=[O:19])[C@H:10]([OH:36])[CH2:9]2)=[CH:5][CH:6]=1. The yield is 0.980. (4) The product is [F:1][C:2]([F:14])([O:6][C:7]1[CH:8]=[C:9]([CH2:13][Br:15])[CH:10]=[CH:11][CH:12]=1)[CH:3]([F:4])[F:5]. The catalyst is C(Cl)(Cl)(Cl)Cl.N(C(C)(C)C#N)=NC(C)(C)C#N. The reactants are [F:1][C:2]([F:14])([O:6][C:7]1[CH:8]=[C:9]([CH3:13])[CH:10]=[CH:11][CH:12]=1)[CH:3]([F:5])[F:4].[Br:15]N1C(=O)CCC1=O. The yield is 0.960. (5) The reactants are [NH2:1][C:2]1[CH:3]=[CH:4][C:5]([F:19])=[C:6]([C@:8]2([CH3:18])[CH2:14][C:13]([CH3:16])([CH3:15])[O:12][CH2:11][C:10](=[S:17])[NH:9]2)[CH:7]=1.[F:20][C:21]1([F:27])[CH2:23][CH:22]1[C:24](O)=[O:25]. No catalyst specified. The product is [F:19][C:5]1[CH:4]=[CH:3][C:2]([NH:1][C:24]([CH:22]2[CH2:23][C:21]2([F:27])[F:20])=[O:25])=[CH:7][C:6]=1[C@:8]1([CH3:18])[CH2:14][C:13]([CH3:16])([CH3:15])[O:12][CH2:11][C:10](=[S:17])[NH:9]1. The yield is 0.610. (6) The yield is 1.00. The reactants are C([O:3][C:4]([C:6]1[N:7]([CH2:13][O:14][CH2:15][CH2:16][Si:17]([CH3:20])([CH3:19])[CH3:18])[CH:8]=[C:9]([C:11]#[N:12])[N:10]=1)=[O:5])C.[OH-].[K+:22]. The product is [K+:22].[C:11]([C:9]1[N:10]=[C:6]([C:4]([O-:5])=[O:3])[N:7]([CH2:13][O:14][CH2:15][CH2:16][Si:17]([CH3:18])([CH3:19])[CH3:20])[CH:8]=1)#[N:12]. The catalyst is C(O)C. (7) The reactants are [Br:1][C:2]1[CH:7]=[CH:6][CH:5]=[CH:4][C:3]=1[SH:8].Br[CH:10]([CH2:16]C)[C:11]([O:13][CH2:14][CH3:15])=[O:12].[C:18]([O-])([O-])=O.[K+].[K+].C(OCC)(=O)C. The catalyst is CN(C=O)C. The product is [Br:1][C:2]1[CH:7]=[CH:6][CH:5]=[CH:4][C:3]=1[S:8][C:10]([CH3:16])([CH3:18])[C:11]([O:13][CH2:14][CH3:15])=[O:12]. The yield is 0.840. (8) The reactants are Cl[C:2]1[N:7]=[C:6]([C:8]2[N:12]3[CH:13]=[CH:14][CH:15]=[CH:16][C:11]3=[N:10][C:9]=2[C:17]2[CH:18]=[CH:19][C:20]([O:34][CH2:35][CH3:36])=[C:21]([CH:33]=2)[C:22]([NH:24][C:25]2[C:30]([F:31])=[CH:29][CH:28]=[CH:27][C:26]=2[F:32])=[O:23])[CH:5]=[CH:4][N:3]=1.[CH2:37]([C:39]1[C:40]([N:48]2[CH2:53][CH2:52][CH:51]([N:54]3[CH2:59][CH2:58][N:57]([S:60]([CH3:63])(=[O:62])=[O:61])[CH2:56][CH2:55]3)[CH2:50][CH2:49]2)=[CH:41][C:42]([O:46][CH3:47])=[C:43]([CH:45]=1)[NH2:44])[CH3:38].Cl. The catalyst is C(O)C(F)(F)F. The product is [F:32][C:26]1[CH:27]=[CH:28][CH:29]=[C:30]([F:31])[C:25]=1[NH:24][C:22](=[O:23])[C:21]1[CH:33]=[C:17]([C:9]2[N:10]=[C:11]3[CH:16]=[CH:15][CH:14]=[CH:13][N:12]3[C:8]=2[C:6]2[CH:5]=[CH:4][N:3]=[C:2]([NH:44][C:43]3[CH:45]=[C:39]([CH2:37][CH3:38])[C:40]([N:48]4[CH2:49][CH2:50][CH:51]([N:54]5[CH2:55][CH2:56][N:57]([S:60]([CH3:63])(=[O:62])=[O:61])[CH2:58][CH2:59]5)[CH2:52][CH2:53]4)=[CH:41][C:42]=3[O:46][CH3:47])[N:7]=2)[CH:18]=[CH:19][C:20]=1[O:34][CH2:35][CH3:36]. The yield is 0.670. (9) The reactants are [CH3:1][C:2]1[CH:8]=[C:7]([OH:9])[C:6]([CH3:10])=[CH:5][C:3]=1[NH2:4].C(=O)([O-])[O-].[K+].[K+].[Cl:17][C:18]1[CH:19]=[C:20]([CH:37]=[CH:38][CH:39]=1)[CH2:21][C:22]1[N:26]=[C:25](S(C2C=CC(C)=CC=2)(=O)=O)[S:24][N:23]=1. The catalyst is C(#N)C. The product is [Cl:17][C:18]1[CH:19]=[C:20]([CH:37]=[CH:38][CH:39]=1)[CH2:21][C:22]1[N:26]=[C:25]([O:9][C:7]2[C:6]([CH3:10])=[CH:5][C:3]([NH2:4])=[C:2]([CH3:1])[CH:8]=2)[S:24][N:23]=1. The yield is 0.680.